Dataset: Reaction yield outcomes from USPTO patents with 853,638 reactions. Task: Predict the reaction yield, written as a fraction of the theoretical maximum amount of product (1.0 means a 100% yield; for example, 0.34 means a 34% yield). (1) The reactants are [OH:1][C:2]1[CH:11]=[C:10](OS(C(F)(F)F)(=O)=O)[CH:9]=[C:8]2[C:3]=1[C:4](=[O:26])[CH:5]=[C:6]([C:20]1[CH:25]=[CH:24][CH:23]=[CH:22][CH:21]=1)[O:7]2.[NH:27]1[CH2:32][CH2:31][O:30][CH2:29][CH2:28]1.C1(P(C2C=CC=CC=2)C2C=CC3C(=CC=CC=3)C=2C2C3C(=CC=CC=3)C=CC=2P(C2C=CC=CC=2)C2C=CC=CC=2)C=CC=CC=1.C(=O)([O-])[O-].[Cs+].[Cs+]. The catalyst is C1(C)C=CC=CC=1.C1C=CC(/C=C/C(/C=C/C2C=CC=CC=2)=O)=CC=1.C1C=CC(/C=C/C(/C=C/C2C=CC=CC=2)=O)=CC=1.C1C=CC(/C=C/C(/C=C/C2C=CC=CC=2)=O)=CC=1.[Pd].[Pd]. The product is [OH:1][C:2]1[CH:11]=[C:10]([N:27]2[CH2:32][CH2:31][O:30][CH2:29][CH2:28]2)[CH:9]=[C:8]2[C:3]=1[C:4](=[O:26])[CH:5]=[C:6]([C:20]1[CH:25]=[CH:24][CH:23]=[CH:22][CH:21]=1)[O:7]2. The yield is 0.220. (2) The reactants are [Cl:1][C:2]1[CH:7]=[CH:6][C:5]([NH:8][C:9]2[C:14]([N+:15]([O-])=O)=[CH:13][N:12]=[C:11]([NH:18][C:19]3[CH:20]=[N:21][N:22]([CH:24]4[CH2:29][CH2:28][O:27][CH2:26][CH2:25]4)[CH:23]=3)[N:10]=2)=[CH:4][C:3]=1[F:30]. The catalyst is CO.[Pd]. The product is [Cl:1][C:2]1[CH:7]=[CH:6][C:5]([NH:8][C:9]2[C:14]([NH2:15])=[CH:13][N:12]=[C:11]([NH:18][C:19]3[CH:20]=[N:21][N:22]([CH:24]4[CH2:25][CH2:26][O:27][CH2:28][CH2:29]4)[CH:23]=3)[N:10]=2)=[CH:4][C:3]=1[F:30]. The yield is 0.650. (3) The product is [F:24][C:22]1[CH:21]=[CH:20][C:19]([N+:25]([O-:27])=[O:26])=[C:18]([NH:1][C@@H:2]2[CH2:7][CH2:6][CH2:5][N:4]([CH2:8][CH2:9][O:10][C:11](=[O:16])[C:12]([CH3:13])([CH3:15])[CH3:14])[CH2:3]2)[CH:23]=1. The catalyst is CN(C=O)C. The reactants are [NH2:1][C@@H:2]1[CH2:7][CH2:6][CH2:5][N:4]([CH2:8][CH2:9][O:10][C:11](=[O:16])[C:12]([CH3:15])([CH3:14])[CH3:13])[CH2:3]1.F[C:18]1[CH:23]=[C:22]([F:24])[CH:21]=[CH:20][C:19]=1[N+:25]([O-:27])=[O:26].C(=O)([O-])[O-].[K+].[K+]. The yield is 0.940. (4) The yield is 0.560. The reactants are [F:1][C:2]1[CH:3]=[C:4]2[C:9](=[CH:10][C:11]=1[CH3:12])[NH:8][C:7](=[O:13])[CH2:6][CH2:5]2.[H-].[Na+].Cl[CH2:17][CH2:18][CH2:19]I.[CH2:21]([O:24][CH:25]1[CH2:30][CH2:29][NH:28][CH2:27][CH2:26]1)[CH2:22][CH3:23].[Na+].[I-].C([O-])([O-])=O.[K+].[K+]. The product is [F:1][C:2]1[CH:3]=[C:4]2[C:9](=[CH:10][C:11]=1[CH3:12])[N:8]([CH2:17][CH2:18][CH2:19][N:28]1[CH2:29][CH2:30][CH:25]([O:24][CH2:21][CH2:22][CH3:23])[CH2:26][CH2:27]1)[C:7](=[O:13])[CH2:6][CH2:5]2. The catalyst is CN(C=O)C. (5) The reactants are [CH3:1][S:2]([C:5]1[CH:10]=[CH:9][C:8]([C:11]#[C:12][Si](C)(C)C)=[CH:7][CH:6]=1)(=[O:4])=[O:3].O.[F-].C([N+](CCCC)(CCCC)CCCC)CCC.C(OCC)(=O)C. The catalyst is O1CCCC1.CCCCCC. The product is [C:11]([C:8]1[CH:7]=[CH:6][C:5]([S:2]([CH3:1])(=[O:3])=[O:4])=[CH:10][CH:9]=1)#[CH:12]. The yield is 0.720.